The task is: Predict which catalyst facilitates the given reaction.. This data is from Catalyst prediction with 721,799 reactions and 888 catalyst types from USPTO. (1) Reactant: [N:1]1([C:7]2[CH:12]=[CH:11][C:10]([C:13]3[CH:22]=[C:21]4[C:16]([CH:17]=[CH:18][CH:19]=[N:20]4)=[C:15]([NH:23][CH2:24][CH2:25][CH2:26][NH2:27])[N:14]=3)=[CH:9][CH:8]=2)[CH2:6][CH2:5][O:4][CH2:3][CH2:2]1.C(=O)([O-])[O-].[K+].[K+].Br[CH2:35][C:36]([NH2:38])=[O:37]. Product: [N:1]1([C:7]2[CH:12]=[CH:11][C:10]([C:13]3[CH:22]=[C:21]4[C:16]([CH:17]=[CH:18][CH:19]=[N:20]4)=[C:15]([NH:23][CH2:24][CH2:25][CH2:26][NH:27][CH2:35][C:36]([NH2:38])=[O:37])[N:14]=3)=[CH:9][CH:8]=2)[CH2:2][CH2:3][O:4][CH2:5][CH2:6]1. The catalyst class is: 9. (2) Reactant: [NH2:1][C:2]1[CH:3]=[C:4]([CH:16]=[CH:17][C:18]=1[F:19])[CH2:5][C:6]1([C:9]([O:11][C:12]([CH3:15])([CH3:14])[CH3:13])=[O:10])[CH2:8][CH2:7]1.[Cl:20]N1C(=O)CCC1=O. Product: [NH2:1][C:2]1[C:18]([F:19])=[CH:17][C:16]([Cl:20])=[C:4]([CH:3]=1)[CH2:5][C:6]1([C:9]([O:11][C:12]([CH3:15])([CH3:14])[CH3:13])=[O:10])[CH2:7][CH2:8]1. The catalyst class is: 10. (3) Reactant: [NH2:1][CH2:2][C:3]1[CH:4]=[C:5]([CH:9]2[N:12]([C:13]3[CH:18]=[CH:17][C:16]([F:19])=[CH:15][CH:14]=3)[C:11](=[O:20])[CH:10]2[CH2:21][CH2:22][CH:23]([C:25]2[CH:30]=[CH:29][C:28]([F:31])=[CH:27][CH:26]=2)[OH:24])[CH:6]=[CH:7][CH:8]=1.[OH:32][CH:33]([CH:55]([OH:62])[CH:56]([OH:61])[CH:57]([OH:60])[CH2:58][OH:59])[C:34](=[O:54])[CH2:35][O:36][CH2:37][CH2:38][O:39][CH2:40][CH2:41][NH:42][C:43]([CH2:45][O:46][CH2:47][CH2:48][O:49][CH2:50][C:51](O)=[O:52])=[O:44].C(N=C=NC(C)C)(C)C.OC1C2N=NNC=2C=CC=1. Product: [F:19][C:16]1[CH:15]=[CH:14][C:13]([N:12]2[C:11](=[O:20])[CH:10]([CH2:21][CH2:22][CH:23]([C:25]3[CH:26]=[CH:27][C:28]([F:31])=[CH:29][CH:30]=3)[OH:24])[CH:9]2[C:5]2[CH:4]=[C:3]([CH:8]=[CH:7][CH:6]=2)[CH2:2][NH:1][C:51](=[O:52])[CH2:50][O:49][CH2:48][CH2:47][O:46][CH2:45][C:43](=[O:44])[NH:42][CH2:41][CH2:40][O:39][CH2:38][CH2:37][O:36][CH2:35][C:34](=[O:54])[CH:33]([OH:32])[CH:55]([OH:62])[CH:56]([OH:61])[CH:57]([OH:60])[CH2:58][OH:59])=[CH:18][CH:17]=1. The catalyst class is: 9. (4) Reactant: Cl[C:2]([O:4][CH:5]([Cl:7])[CH3:6])=[O:3].[CH3:8][CH:9]1[NH:14][CH2:13][CH2:12][N:11]([C:15]2[C:20]([O:21][CH3:22])=[C:19]3[N:23]([CH:31]4[CH2:33][CH2:32]4)[CH:24]=[C:25]([C:28]([OH:30])=[O:29])[C:26](=[O:27])[C:18]3=[CH:17][C:16]=2[F:34])[CH2:10]1.CN(C1C2C(N(C)C)=CC=CC=2C=CC=1)C. Product: [Cl:7][CH:5]([O:4][C:2]([N:14]1[CH2:13][CH2:12][N:11]([C:15]2[C:20]([O:21][CH3:22])=[C:19]3[C:18]([C:26](=[O:27])[C:25]([C:28]([OH:30])=[O:29])=[CH:24][N:23]3[CH:31]3[CH2:32][CH2:33]3)=[CH:17][C:16]=2[F:34])[CH2:10][CH:9]1[CH3:8])=[O:3])[CH3:6]. The catalyst class is: 22. (5) Reactant: Cl[C:2]1[N:7]=[C:6]([O:8][C@@H:9]([C@H:11]2[CH2:15][NH:14][C:13](=[O:16])[CH2:12]2)[CH3:10])[C:5]2[N:17]([CH:20]([F:22])[F:21])[CH:18]=[N:19][C:4]=2[CH:3]=1.[C:23]([O:27][C:28]([N:30]1[CH2:35][CH2:34][N:33]([C:36]2[CH:41]=[CH:40][C:39](B(O)O)=[CH:38][CH:37]=2)[CH2:32][CH2:31]1)=[O:29])([CH3:26])([CH3:25])[CH3:24].[O-]P([O-])([O-])=O.[K+].[K+].[K+]. Product: [F:21][CH:20]([F:22])[N:17]1[C:5]2[C:6]([O:8][C@@H:9]([C@@H:11]3[CH2:12][C:13](=[O:16])[NH:14][CH2:15]3)[CH3:10])=[N:7][C:2]([C:39]3[CH:38]=[CH:37][C:36]([N:33]4[CH2:32][CH2:31][N:30]([C:28]([O:27][C:23]([CH3:26])([CH3:25])[CH3:24])=[O:29])[CH2:35][CH2:34]4)=[CH:41][CH:40]=3)=[CH:3][C:4]=2[N:19]=[CH:18]1. The catalyst class is: 38. (6) Reactant: CC(C)=O.[Cl:5][C:6]1[C:16]2[N:15](CC3C=CC(OC)=CC=3OC)[C:14](=[O:28])[C@@H:13]([CH2:29][C:30]([O:32][CH2:33][CH3:34])=[O:31])[O:12][C@H:11]([C:35]3[CH:40]=[CH:39][CH:38]=[C:37]([O:41][CH3:42])[C:36]=3[O:43][CH3:44])[C:10]=2[CH:9]=[CH:8][CH:7]=1.O. Product: [Cl:5][C:6]1[C:16]2[NH:15][C:14](=[O:28])[C@@H:13]([CH2:29][C:30]([O:32][CH2:33][CH3:34])=[O:31])[O:12][C@H:11]([C:35]3[CH:40]=[CH:39][CH:38]=[C:37]([O:41][CH3:42])[C:36]=3[O:43][CH3:44])[C:10]=2[CH:9]=[CH:8][CH:7]=1. The catalyst class is: 170. (7) Product: [Br:8][C:9]1[C:18]2[C:13](=[CH:14][CH:15]=[CH:16][CH:17]=2)[CH:12]=[C:11]([CH2:19][C:21]2[S:25][C:24]3[CH:26]=[CH:27][C:28]([CH2:30][CH3:31])=[CH:29][C:23]=3[CH:22]=2)[CH:10]=1. The catalyst class is: 2. Reactant: C([SiH](CC)CC)C.[Br:8][C:9]1[C:18]2[C:13](=[CH:14][CH:15]=[CH:16][CH:17]=2)[CH:12]=[C:11]([CH:19]([C:21]2[S:25][C:24]3[CH:26]=[CH:27][C:28]([CH2:30][CH3:31])=[CH:29][C:23]=3[CH:22]=2)O)[CH:10]=1.CO.O.